This data is from Forward reaction prediction with 1.9M reactions from USPTO patents (1976-2016). The task is: Predict the product of the given reaction. (1) Given the reactants [Cl:1][C:2]1[CH:7]=[CH:6][CH:5]=[C:4]([Cl:8])[C:3]=1[N:9]1[C:18]2[C:13](=[C:14]([C:29]3[CH:34]=[CH:33][CH:32]=[CH:31][C:30]=3[Cl:35])[CH:15]=[C:16]([CH:19]3[CH2:25][CH2:24][N:23]([CH2:26][CH3:27])[C:22](=O)[CH2:21][CH2:20]3)[CH:17]=2)[CH2:12][NH:11][C:10]1=[O:36].[SiH](CC)(CC)CC.B(F)(F)F.CCOCC, predict the reaction product. The product is: [Cl:8][C:4]1[CH:5]=[CH:6][CH:7]=[C:2]([Cl:1])[C:3]=1[N:9]1[C:18]2[C:13](=[C:14]([C:29]3[CH:34]=[CH:33][CH:32]=[CH:31][C:30]=3[Cl:35])[CH:15]=[C:16]([CH:19]3[CH2:25][CH2:24][N:23]([CH2:26][CH3:27])[CH2:22][CH2:21][CH2:20]3)[CH:17]=2)[CH2:12][NH:11][C:10]1=[O:36]. (2) The product is: [CH2:11]([O:10][C:8](=[O:9])[C:7]([C:5]#[N:6])=[N:1][OH:3])[CH3:12]. Given the reactants [N:1]([O-:3])=O.[Na+].[C:5]([CH2:7][C:8]([O:10][CH2:11][CH3:12])=[O:9])#[N:6].P(=O)(O)(O)O.Cl, predict the reaction product. (3) Given the reactants [Cl:1][C:2]1[CH:3]=[CH:4][C:5]2[N:11]3[CH2:12][C@H:8]([CH2:9][CH2:10]3)[NH:7][C:6]=2[N:13]=1.[N:14]1[CH:19]=[CH:18][CH:17]=[CH:16][C:15]=1[N:20]1C(=O)N2C=CC=CC2=N[C:21]1=[O:31].O, predict the reaction product. The product is: [Cl:1][C:2]1[CH:3]=[CH:4][C:5]2[N:11]3[CH2:12][C@H:8]([CH2:9][CH2:10]3)[N:7]([C:21]([NH:20][C:15]3[CH:16]=[CH:17][CH:18]=[CH:19][N:14]=3)=[O:31])[C:6]=2[N:13]=1.